From a dataset of Forward reaction prediction with 1.9M reactions from USPTO patents (1976-2016). Predict the product of the given reaction. (1) Given the reactants [Cl:1][C:2]1[CH:7]=[CH:6][C:5]([C@@H:8]2[CH2:12][N:11]([C:13]([CH:15]3[CH2:20][CH2:19][NH:18][CH2:17][CH2:16]3)=[O:14])[CH2:10][C@H:9]2[N:21]([CH3:32])[C:22](=[O:31])[O:23][C:24]2[CH:29]=[CH:28][C:27]([F:30])=[CH:26][CH:25]=2)=[CH:4][CH:3]=1.CN(C(ON1N=NC2C=CC=NC1=2)=[N+](C)C)C.F[P-](F)(F)(F)(F)F.[CH:57]1([C:61](O)=[O:62])[CH2:60][CH2:59][CH2:58]1.CCN(C(C)C)C(C)C, predict the reaction product. The product is: [F:30][C:27]1[CH:26]=[CH:25][C:24]([O:23][C:22](=[O:31])[N:21]([C@H:9]2[C@H:8]([C:5]3[CH:4]=[CH:3][C:2]([Cl:1])=[CH:7][CH:6]=3)[CH2:12][N:11]([C:13]([CH:15]3[CH2:20][CH2:19][N:18]([C:61]([CH:57]4[CH2:60][CH2:59][CH2:58]4)=[O:62])[CH2:17][CH2:16]3)=[O:14])[CH2:10]2)[CH3:32])=[CH:29][CH:28]=1. (2) Given the reactants [C:1]([O:5][C:6]([N:8]1[CH:12]=[CH:11][CH:10]=[C:9]1[C:13]1[CH:18]=[CH:17][C:16]([O:19][CH3:20])=[C:15]([CH2:21][C:22]([C:24]2[CH:29]=[CH:28][C:27]([C:30]([O:32]C)=[O:31])=[CH:26][CH:25]=2)=[O:23])[CH:14]=1)=[O:7])([CH3:4])([CH3:3])[CH3:2].C1COCC1, predict the reaction product. The product is: [C:1]([O:5][C:6]([N:8]1[CH:12]=[CH:11][CH:10]=[C:9]1[C:13]1[CH:18]=[CH:17][C:16]([O:19][CH3:20])=[C:15]([CH2:21][C:22]([C:24]2[CH:29]=[CH:28][C:27]([C:30]([OH:32])=[O:31])=[CH:26][CH:25]=2)=[O:23])[CH:14]=1)=[O:7])([CH3:4])([CH3:2])[CH3:3]. (3) The product is: [C:18]1([S:24]([N:27]2[C:31]3=[N:32][CH:33]=[C:34]([N+:37]([O-:39])=[O:38])[C:35]([NH:8][C@H:4]4[CH2:5][CH2:6][CH2:7][O:2][CH2:3]4)=[C:30]3[CH:29]=[CH:28]2)(=[O:25])=[O:26])[CH:19]=[CH:20][CH:21]=[CH:22][CH:23]=1. Given the reactants Cl.[O:2]1[CH2:7][CH2:6][CH2:5][C@H:4]([NH2:8])[CH2:3]1.C(N(CC)C(C)C)(C)C.[C:18]1([S:24]([N:27]2[C:31]3=[N:32][CH:33]=[C:34]([N+:37]([O-:39])=[O:38])[C:35](Cl)=[C:30]3[CH:29]=[CH:28]2)(=[O:26])=[O:25])[CH:23]=[CH:22][CH:21]=[CH:20][CH:19]=1, predict the reaction product. (4) Given the reactants Cl[C:2]1[N:11]=[C:10]([N:12]2[CH2:17][CH2:16][O:15][CH2:14][CH2:13]2)[C:9]2[C:4](=[CH:5][C:6]([C:18]3[O:22][C:21]([C:23](=[O:25])[CH3:24])=[CH:20][CH:19]=3)=[CH:7][CH:8]=2)[N:3]=1.[F:26][C:27]1[CH:37]=[C:36]([NH:38][C:39]([NH:41][C:42]2[CH:47]=[CH:46][C:45](B3OC(C)(C)C(C)(C)O3)=[CH:44][CH:43]=2)=[O:40])[CH:35]=[CH:34][C:28]=1[C:29]([N:31]([CH3:33])[CH3:32])=[O:30].C(=O)([O-])[O-].[Cs+].[Cs+].C1(C)C=CC=CC=1, predict the reaction product. The product is: [C:23]([C:21]1[O:22][C:18]([C:6]2[CH:5]=[C:4]3[C:9]([C:10]([N:12]4[CH2:17][CH2:16][O:15][CH2:14][CH2:13]4)=[N:11][C:2]([C:45]4[CH:46]=[CH:47][C:42]([NH:41][C:39](=[O:40])[NH:38][C:36]5[CH:35]=[CH:34][C:28]([C:29]([N:31]([CH3:33])[CH3:32])=[O:30])=[C:27]([F:26])[CH:37]=5)=[CH:43][CH:44]=4)=[N:3]3)=[CH:8][CH:7]=2)=[CH:19][CH:20]=1)(=[O:25])[CH3:24]. (5) Given the reactants C(O[C:5]1[C:14]2[C:9](=[CH:10][C:11]([O:15]C(=O)C)=[CH:12][CH:13]=2)[N:8]=[CH:7][N:6]=1)(=O)C.S(Cl)([Cl:21])=O, predict the reaction product. The product is: [Cl:21][C:5]1[C:14]2[C:9](=[CH:10][C:11]([OH:15])=[CH:12][CH:13]=2)[N:8]=[CH:7][N:6]=1. (6) The product is: [N:1]1[CH:6]=[CH:5][CH:4]=[CH:3][C:2]=1[CH:7]=[CH:8][C:9]([NH:23][CH:21]([C:17]1[CH:18]=[CH:19][CH:20]=[C:15]([O:14][C:13]([F:12])([F:24])[F:25])[CH:16]=1)[CH3:22])=[O:11]. Given the reactants [N:1]1[CH:6]=[CH:5][CH:4]=[CH:3][C:2]=1[CH:7]=[CH:8][C:9]([OH:11])=O.[F:12][C:13]([F:25])([F:24])[O:14][C:15]1[CH:16]=[C:17]([CH:21]([NH2:23])[CH3:22])[CH:18]=[CH:19][CH:20]=1.CCN=C=NCCCN(C)C.Cl.C(N(CC)CC)C, predict the reaction product.